From a dataset of NCI-60 drug combinations with 297,098 pairs across 59 cell lines. Regression. Given two drug SMILES strings and cell line genomic features, predict the synergy score measuring deviation from expected non-interaction effect. (1) Drug 1: C1=C(C(=O)NC(=O)N1)N(CCCl)CCCl. Drug 2: CCN(CC)CCNC(=O)C1=C(NC(=C1C)C=C2C3=C(C=CC(=C3)F)NC2=O)C. Cell line: EKVX. Synergy scores: CSS=8.61, Synergy_ZIP=-3.87, Synergy_Bliss=-0.0182, Synergy_Loewe=-0.655, Synergy_HSA=-0.349. (2) Drug 1: CC1=C(C(=CC=C1)Cl)NC(=O)C2=CN=C(S2)NC3=CC(=NC(=N3)C)N4CCN(CC4)CCO. Drug 2: CCC1(C2=C(COC1=O)C(=O)N3CC4=CC5=C(C=CC(=C5CN(C)C)O)N=C4C3=C2)O.Cl. Cell line: HOP-92. Synergy scores: CSS=13.7, Synergy_ZIP=-8.27, Synergy_Bliss=-6.33, Synergy_Loewe=-1.50, Synergy_HSA=-3.75. (3) Drug 1: CNC(=O)C1=CC=CC=C1SC2=CC3=C(C=C2)C(=NN3)C=CC4=CC=CC=N4. Drug 2: CC=C1C(=O)NC(C(=O)OC2CC(=O)NC(C(=O)NC(CSSCCC=C2)C(=O)N1)C(C)C)C(C)C. Cell line: IGROV1. Synergy scores: CSS=49.2, Synergy_ZIP=-0.0803, Synergy_Bliss=-3.00, Synergy_Loewe=-75.4, Synergy_HSA=-2.91. (4) Drug 1: C1CCN(CC1)CCOC2=CC=C(C=C2)C(=O)C3=C(SC4=C3C=CC(=C4)O)C5=CC=C(C=C5)O. Drug 2: C(=O)(N)NO. Cell line: MDA-MB-435. Synergy scores: CSS=-18.0, Synergy_ZIP=8.05, Synergy_Bliss=4.18, Synergy_Loewe=-9.06, Synergy_HSA=-6.10. (5) Drug 1: CC1=C(C(=O)C2=C(C1=O)N3CC4C(C3(C2COC(=O)N)OC)N4)N. Drug 2: CC1C(C(CC(O1)OC2CC(CC3=C2C(=C4C(=C3O)C(=O)C5=CC=CC=C5C4=O)O)(C(=O)C)O)N)O. Cell line: CAKI-1. Synergy scores: CSS=53.3, Synergy_ZIP=-2.29, Synergy_Bliss=-1.29, Synergy_Loewe=2.40, Synergy_HSA=3.96. (6) Drug 1: CCC1=CC2CC(C3=C(CN(C2)C1)C4=CC=CC=C4N3)(C5=C(C=C6C(=C5)C78CCN9C7C(C=CC9)(C(C(C8N6C)(C(=O)OC)O)OC(=O)C)CC)OC)C(=O)OC.C(C(C(=O)O)O)(C(=O)O)O. Drug 2: CCC1(C2=C(COC1=O)C(=O)N3CC4=CC5=C(C=CC(=C5CN(C)C)O)N=C4C3=C2)O.Cl. Cell line: IGROV1. Synergy scores: CSS=36.0, Synergy_ZIP=-12.4, Synergy_Bliss=-3.78, Synergy_Loewe=-2.18, Synergy_HSA=-0.233. (7) Drug 1: CC1C(C(CC(O1)OC2CC(CC3=C2C(=C4C(=C3O)C(=O)C5=C(C4=O)C(=CC=C5)OC)O)(C(=O)CO)O)N)O.Cl. Drug 2: CC1CCCC2(C(O2)CC(NC(=O)CC(C(C(=O)C(C1O)C)(C)C)O)C(=CC3=CSC(=N3)C)C)C. Cell line: MDA-MB-435. Synergy scores: CSS=32.0, Synergy_ZIP=0.430, Synergy_Bliss=-0.478, Synergy_Loewe=-25.7, Synergy_HSA=-0.482.